Task: Predict the product of the given reaction.. Dataset: Forward reaction prediction with 1.9M reactions from USPTO patents (1976-2016) (1) Given the reactants C1CO[C:8]23OCC[O:12][C:3]2([C@:4]2([CH2:27][CH2:26][C@H:25]4[C@@H:15]([CH2:16][C@@H:17]([C:29]#[N:30])[C@:18]5([OH:28])[C@:23]4([CH3:24])[CH2:22][CH2:21][CH2:20][CH2:19]5)[C@@H:6]2[CH2:7]3)[CH3:5])O1.C([C@@H]1C2[C@](C)(CCC(=[O:51])C2)[C@@H]2[C@H]([C@H]3[C@@](CC2)(C)C(=O)CC3)C1)#N, predict the reaction product. The product is: [OH:28][C@:18]12[CH2:19][C:20](=[O:51])[CH2:21][CH2:22][C@:23]1([CH3:24])[C@@H:25]1[C@H:15]([C@H:6]3[C@@:4]([CH2:27][CH2:26]1)([CH3:5])[C:3](=[O:12])[CH2:8][CH2:7]3)[CH2:16][C@H:17]2[C:29]#[N:30]. (2) Given the reactants [F:1][C:2]([F:13])([F:12])[C:3](=O)[CH2:4][C:5](=O)[C:6]([F:9])([F:8])[F:7].Cl.[NH:15]([CH2:17][C:18]([O:20][CH2:21][CH3:22])=[O:19])[NH2:16], predict the reaction product. The product is: [CH2:21]([O:20][C:18](=[O:19])[CH2:17][N:15]1[C:3]([C:2]([F:13])([F:12])[F:1])=[CH:4][C:5]([C:6]([F:9])([F:8])[F:7])=[N:16]1)[CH3:22].